Dataset: Full USPTO retrosynthesis dataset with 1.9M reactions from patents (1976-2016). Task: Predict the reactants needed to synthesize the given product. (1) Given the product [F:15][CH:14]([F:16])[C:12]1[CH:13]=[C:8]([NH2:7])[CH:9]=[N:10][CH:11]=1, predict the reactants needed to synthesize it. The reactants are: C(OC(=O)[NH:7][C:8]1[CH:9]=[N:10][CH:11]=[C:12]([CH:14]([F:16])[F:15])[CH:13]=1)(C)(C)C.Cl.CCO. (2) Given the product [Cl:19][C:12]1[C:11]2[C:16](=[CH:17][CH:18]=[C:9]([CH2:8][N:5]3[CH2:6][CH2:7][C@H:3]([NH:2][S:30]([C:22]4[S:21][C:25]5[CH:26]=[CH:27][CH:28]=[CH:29][C:24]=5[CH:23]=4)(=[O:31])=[O:32])[C:4]3=[O:20])[CH:10]=2)[N:15]=[CH:14][CH:13]=1, predict the reactants needed to synthesize it. The reactants are: Cl.[NH2:2][C@H:3]1[CH2:7][CH2:6][N:5]([CH2:8][C:9]2[CH:10]=[C:11]3[C:16](=[CH:17][CH:18]=2)[N:15]=[CH:14][CH:13]=[C:12]3[Cl:19])[C:4]1=[O:20].[S:21]1[C:25]2[CH:26]=[CH:27][CH:28]=[CH:29][C:24]=2[CH:23]=[C:22]1[S:30](Cl)(=[O:32])=[O:31].